This data is from Full USPTO retrosynthesis dataset with 1.9M reactions from patents (1976-2016). The task is: Predict the reactants needed to synthesize the given product. (1) Given the product [Cl:1][C:2]1[CH:3]=[CH:4][N:5]2[C:10]=1[C:9](=[O:11])[N:8]([C:12]1[CH:13]=[CH:14][CH:15]=[CH:16][CH:17]=1)[C:7]([C@H:18]1[N:22]([C:23]3[N:31]=[CH:30][N:29]=[C:28]4[C:24]=3[N:25]=[CH:26][NH:27]4)[CH2:21][C@H:20]([C:38]#[N:39])[CH2:19]1)=[N:6]2, predict the reactants needed to synthesize it. The reactants are: [Cl:1][C:2]1[CH:3]=[CH:4][N:5]2[C:10]=1[C:9](=[O:11])[N:8]([C:12]1[CH:17]=[CH:16][CH:15]=[CH:14][CH:13]=1)[C:7]([C@H:18]1[N:22]([C:23]3[N:31]=[CH:30][N:29]=[C:28]4[C:24]=3[N:25]=[CH:26][N:27]4C3CCCCO3)[CH2:21][C@H:20]([C:38]#[N:39])[CH2:19]1)=[N:6]2.Cl. (2) Given the product [CH3:13][CH:12]([CH3:14])[CH2:11][CH:7]([C:8](=[O:10])[NH:30][CH2:29][CH2:28][C:25]1[CH:24]=[CH:23][C:22]([C:18]2[CH:19]=[CH:20][CH:21]=[C:16]([CH3:15])[CH:17]=2)=[CH:27][CH:26]=1)[CH2:6][C:4]([O:3][CH2:1][CH3:2])=[O:5], predict the reactants needed to synthesize it. The reactants are: [CH2:1]([O:3][C:4]([CH2:6][CH:7]([CH2:11][CH:12]([CH3:14])[CH3:13])[C:8]([OH:10])=O)=[O:5])[CH3:2].[CH3:15][C:16]1[CH:17]=[C:18]([C:22]2[CH:27]=[CH:26][C:25]([CH2:28][CH2:29][NH2:30])=[CH:24][CH:23]=2)[CH:19]=[CH:20][CH:21]=1.CCN=C=NCCCN(C)C.Cl.C1C=CC2N(O)N=NC=2C=1.CCN(C(C)C)C(C)C. (3) Given the product [NH2:1][C:2]1[N:7]=[CH:6][N:5]=[C:4]2[N:8]([CH:24]3[CH2:29][CH2:28][CH2:27][N:26]([C:30](=[O:34])[CH:31]=[CH2:32])[CH2:25]3)[N:9]=[C:10]([C:11]3[CH:16]=[CH:15][C:14]([O:17][C:18]4[CH:19]=[CH:20][CH:21]=[CH:22][CH:23]=4)=[CH:13][CH:12]=3)[C:3]=12, predict the reactants needed to synthesize it. The reactants are: [NH2:1][C:2]1[N:7]=[CH:6][N:5]=[C:4]2[N:8]([CH:24]3[CH2:29][CH2:28][CH2:27][N:26]([C:30](=[O:34])/[CH:31]=[CH:32]/C)[CH2:25]3)[N:9]=[C:10]([C:11]3[CH:16]=[CH:15][C:14]([O:17][C:18]4[CH:23]=[CH:22][CH:21]=[CH:20][CH:19]=4)=[CH:13][CH:12]=3)[C:3]=12.NC1N=CN=C2N(C3CCCN(S(C=C)(=O)=O)C3)N=C(C3C=CC(OC4C=CC=CC=4)=CC=3)C=12.NC1N=CN=C2N(C3CCCN(C(=O)C#C)C3)N=C(C3C=CC(OC4C=CC=CC=4)=CC=3)C=12.NC1N=CN=C2N(C3CCN(C(=O)C=C)CC3)N=C(C3C=CC(OC4C=CC=CC=4)=CC=3)C=12.NC1N=CN=C2N([C@@H]3CCN(C(=O)C=C)C3)N=C(C3C=CC(OC4C=CC=CC=4)=CC=3)C=12.NC1N=CN=C2N([C@H]3CCN(C(=O)C=C)C3)N=C(C3C=CC(OC4C=CC=CC=4)=CC=3)C=12.NC1N=CN=C2N([C@@H]3CCCN(C(=O)C=C)C3)N=C(C3C=CC(OC4C=CC=CC=4)=CC=3)C=12.NC1N=CN=C2N([C@H]3CCCN(C(=O)C=C)C3)N=C(C3C=CC(OC4C=CC=CC=4)=CC=3)C=12.NC1N=CN=C2N(C3CCCN(C(=O)/C=C/CN(C)C)C3)N=C(C3C=CC(OC4C=CC=CC=4)=CC=3)C=12. (4) Given the product [CH2:1]([O:8][C@@H:9]([CH3:10])[CH2:11][CH2:12][CH2:13][CH2:14][CH2:15][CH2:22][C@@H:20]([OH:24])[CH2:23][OH:26])[C:2]1[CH:7]=[CH:6][CH:5]=[CH:4][CH:3]=1, predict the reactants needed to synthesize it. The reactants are: [CH2:1]([O:8][C@H:9]([CH2:11][CH2:12][CH2:13][CH2:14][CH2:15]CC=C)[CH3:10])[C:2]1[CH:7]=[CH:6][CH:5]=[CH:4][CH:3]=1.O.[C:20]([OH:24])([CH3:23])([CH3:22])C.S(OS([O-])=O)([O-])=[O:26].[Na+].[Na+].